Dataset: Experimentally validated miRNA-target interactions with 360,000+ pairs, plus equal number of negative samples. Task: Binary Classification. Given a miRNA mature sequence and a target amino acid sequence, predict their likelihood of interaction. (1) The miRNA is hsa-miR-548z with sequence CAAAAACCGCAAUUACUUUUGCA. The protein sequence of the target gene is MPHSPLISIPHVWCHPEEEERMHDELLQAVSKGPVMFRDVSIDFSQEEWECLDADQMNLYKEVMLENFSNLVSVGLSNSKPAVISLLEQGKEPWMVDRELTRGLCSDLESMCETKILSLKKRHFSQVIITREDMSTFIQPTFLIPPQKTMSEEKPWECKICGKTFNQNSQFIQHQRIHFGEKHYESKEYGKSFSRGSLVTRHQRIHTGKKPYECKECGKAFSCSSYFSQHQRIHTGEKPYECKECGKAFKYCSNLNDHQRIHTGEKPYECKVCGKAFTKSSQLFLHLRIHTGEKPYECKE.... Result: 1 (interaction). (2) The protein sequence of the target gene is MRPPGFLSRAPSLNRAERGIWSCSMDQREPLPPAPAENEMKYDTNNNEEEEGEQFDFDSGDEIPEADRQAPSAPETGGAGASEAPAPTGGEDGAGAETTPVAEPTKLVLPMKVNPYSVIDITPFQEDQPPTPVPSAEEENVGLHVPCGYLVPVPCGYAVPSNLPLLLPAYSSPVIICATSLDEEAETPEVTEDRQPNSLSSEEPPTSEDQVGREDSALARWAADPANTAWMENPEEAIYDDVPRENSDSEPDEMIYDDVENGDEGGNSSLEYGWSSSEFESYEEQSDSECKNGIPRSFLR.... Result: 0 (no interaction). The miRNA is mmu-miR-3095-5p with sequence AAGCUUUCUCAUCUGUGACACU. (3) The miRNA is hsa-miR-345-5p with sequence GCUGACUCCUAGUCCAGGGCUC. The protein sequence of the target gene is MPSARGKSKSKAPITFGDLAIYFSQEEWEWLSPIQKDLYEDVMLENYRNLVSLGLSFRRPNVITLLEKGKAPWMVEPVRRRRAPDSGSKCETKKLPPNQCNKSGQSICQKLVSAQQKAPTRKSGCNKNSVLVKPKKGHSGKKPLKCNDCGKTFSRSFSLKLHQNIHTGEKPFECSNCRKAFRQISSILLHQRIHSGKKSHECNKCGESFNQRTTLILHMRIHDGKEILDCGKALSQCQSFNIHQKIHVVGNVCQCRKCGKAFNQMSSLLLHKKIHNGKKTHKYNKCGRGFKKKSVFVVHK.... Result: 1 (interaction). (4) The miRNA is hsa-miR-520h with sequence ACAAAGUGCUUCCCUUUAGAGU. The protein sequence of the target gene is MAGIKALISLSFGGAIGLMFLMLGCALPIYNKYWPLFVLFFYILSPIPYCIARRLVDDTDAMSNACKELAIFLTTGIVVSAFGLPIVFARAHLIEWGACALVLTGNTVIFATILGFFLVFGSNDDFSWQQW. Result: 1 (interaction). (5) The miRNA is cel-miR-1829b-5p with sequence AAGCGAUCUUCUAGAUGGUUGUA. The protein sequence of the target gene is MDLAQPSQPVDELELSVLERQPEENTPLNGADKVFPSLDEEVPPAEANKESPWSSCNKNVVGRCKLWMIITSIFLGVITVIIIGLCLAAVTYVDEDENEILELSSNKTFFIMLKIPEECVAEEELPHLLTERLTDVYSTSPSLGRYFTSVEIVDFSGENATVTYDLQFGVPSDDENFMKYMMSEELVLGILLQDFRDQNIPGCESLGLDPTSLLLYE. Result: 0 (no interaction). (6) The miRNA is rno-miR-126a-3p with sequence UCGUACCGUGAGUAAUAAUGCG. The protein sequence of the target gene is MQAVRNAGSRFLRSWTWPQTAGRVVARTPAGTICTGARQLQDAAAKQKVEQNAAPSHTKFSIYPPIPGEESSLRWAGKKFEEIPIAHIKASHNNTQIQVVSASNEPLAFASCGTEGFRNAKKGTGIAAQTAGIAAAARAKQKGVIHIRVVVKGLGPGRLSAMHGLIMGGLEVISITDNTPIPHNGCRPRKARKL. Result: 0 (no interaction). (7) The miRNA is hsa-miR-548z with sequence CAAAAACCGCAAUUACUUUUGCA. The protein sequence of the target gene is MEIIFGQNKKEQLEPVQAKVTGSIPAWLQGTLLRNGPGMHTVGESKYNHWFDGLALLHSFSIRDGEVFYRSKYLQSDTYIANIEANRIVVSEFGTMAYPDPCKNIFSKAFSYLSHTIPDFTDNCLINIMKCGEDFYATTETNYIRKIDPQTLETLEKVDYRKYVAVNLATSHPHYDEAGNVLNMGTSVVDKGRTKYVIFKIPATVPDSKKKGKSPVKHAEVFCSISSRSLLSPSYYHSFGVTENYVVFLEQPFKLDILKMATAYMRGVSWASCMSFDREDKTYIHIIDQRTRKPVPTKFY.... Result: 0 (no interaction). (8) The miRNA is hsa-miR-496 with sequence UGAGUAUUACAUGGCCAAUCUC. The protein sequence of the target gene is MRETLEALSSLGFSVGQPEMAPQSEPREGSHNAQEQMSSSREERALGVCSGHEAPTPEEGAHTEQAEAPCRGQACSAQKAQPVGTCPGEEWMIRKVKVEDEDQEAEEEVEWPQHLSLLPSPFPAPDLGHLAAAYKLEPGAPGALSGLALSGWGPMPEKPYGCGECERRFRDQLTLRLHQRLHRGEGPCACPDCGRSFTQRAHMLLHQRSHRGERPFPCSECDKRFSKKAHLTRHLRTHTGERPYPCAECGKRFSQKIHLGSHQKTHTGERPFPCTECEKRFRKKTHLIRHQRIHTGERPY.... Result: 0 (no interaction). (9) The miRNA is hsa-miR-33a-5p with sequence GUGCAUUGUAGUUGCAUUGCA. The protein sequence of the target gene is MMQESGTETKSNGSAIQNGSGGSNHLLECGGLREGRSNGETPAVDIGAADLAHAQQQQQQALQVARQLLLQQQQQQQVSGLKSPKRNDKQPALQVPVSVAMMTPQVITPQQMQQILQQQVLSPQQLQVLLQQQQALMLQQQQLQEFYKKQQEQLQLQLLQQQHAGKQPKEQQQVATQQLAFQQQLLQMQQLQQQHLLSLQRQGLLTIQPGQPALPLQPLAQGMIPTELQQLWKEVTSAHTAEETTGNNHSSLDLTTTCVSSSAPSKTSLIMNPHASTNGQLSVHTPKRESLSHEEHPHSH.... Result: 1 (interaction).